This data is from Catalyst prediction with 721,799 reactions and 888 catalyst types from USPTO. The task is: Predict which catalyst facilitates the given reaction. (1) Reactant: [OH:1][C:2]1[N:3]=[C:4]2[CH:12]=[N:11][C:10]([C:13]3[CH2:18][CH2:17][N:16]([C:19]([O:21][C:22]([CH3:25])([CH3:24])[CH3:23])=[O:20])[CH2:15][CH:14]=3)=[CH:9][N:5]2[C:6](=[O:8])[CH:7]=1.[H-].[Na+].C1(N([S:35]([C:38]([F:41])([F:40])[F:39])(=[O:37])=[O:36])[S:35]([C:38]([F:41])([F:40])[F:39])(=[O:37])=[O:36])C=CC=CC=1. Product: [O:8]=[C:6]1[N:5]2[CH:9]=[C:10]([C:13]3[CH2:18][CH2:17][N:16]([C:19]([O:21][C:22]([CH3:25])([CH3:24])[CH3:23])=[O:20])[CH2:15][CH:14]=3)[N:11]=[CH:12][C:4]2=[N:3][C:2]([O:1][S:35]([C:38]([F:41])([F:40])[F:39])(=[O:37])=[O:36])=[CH:7]1. The catalyst class is: 3. (2) Product: [CH3:21][N:22]1[CH:26]=[C:25]([S:27]([N:4]2[CH2:5][CH2:6][N:1]([C:7]([O:9][C:10]([CH3:13])([CH3:12])[CH3:11])=[O:8])[CH2:2][CH2:3]2)(=[O:29])=[O:28])[N:24]=[CH:23]1. Reactant: [N:1]1([C:7]([O:9][C:10]([CH3:13])([CH3:12])[CH3:11])=[O:8])[CH2:6][CH2:5][NH:4][CH2:3][CH2:2]1.CCN(CC)CC.[CH3:21][N:22]1[CH:26]=[C:25]([S:27](Cl)(=[O:29])=[O:28])[N:24]=[CH:23]1. The catalyst class is: 158. (3) Reactant: Cl[C:2]1[N:7]=[C:6]([NH:8][C@H:9]([CH2:13][CH:14]([CH3:16])[CH3:15])[C:10]([NH2:12])=[O:11])[CH:5]=[N:4][C:3]=1[C:17]#[N:18].Cl.[CH3:20][C:21]1[CH:25]=[C:24]([NH2:26])[S:23][N:22]=1.C([O-])([O-])=O.[K+].[K+].C1C=CC(P(C2C(C3C(P(C4C=CC=CC=4)C4C=CC=CC=4)=CC=C4C=3C=CC=C4)=C3C(C=CC=C3)=CC=2)C2C=CC=CC=2)=CC=1. Product: [C:17]([C:3]1[N:4]=[CH:5][C:6]([NH:8][C@H:9]([CH2:13][CH:14]([CH3:16])[CH3:15])[C:10]([NH2:12])=[O:11])=[N:7][C:2]=1[NH:26][C:24]1[S:23][N:22]=[C:21]([CH3:20])[CH:25]=1)#[N:18]. The catalyst class is: 231. (4) Reactant: [CH3:1][C:2]1[C:6]2[CH:7]=[C:8]([CH3:15])[C:9]([NH:11][C:12](=[O:14])[CH3:13])=[CH:10][C:5]=2[O:4][N:3]=1.[Li+].CC([N-]C(C)C)C.Cl[CH2:25][C:26]1[N:30]([CH:31]([CH3:33])[CH3:32])[N:29]=[C:28]([C:34]2[CH:39]=[CH:38][C:37]([C:40]([F:43])([F:42])[F:41])=[CH:36][CH:35]=2)[CH:27]=1.[Cl-].[NH4+]. Product: [CH:31]([N:30]1[C:26]([CH2:25][CH2:1][C:2]2[C:6]3[CH:7]=[C:8]([CH3:15])[C:9]([NH:11][C:12](=[O:14])[CH3:13])=[CH:10][C:5]=3[O:4][N:3]=2)=[CH:27][C:28]([C:34]2[CH:39]=[CH:38][C:37]([C:40]([F:43])([F:42])[F:41])=[CH:36][CH:35]=2)=[N:29]1)([CH3:33])[CH3:32]. The catalyst class is: 54. (5) Reactant: [Si]([O:8][CH:9]([CH2:20][O:21][C:22]1[CH:27]=[C:26]([O:28][CH3:29])[CH:25]=[C:24]([C:30]2[N:35]=[C:34]3[N:36]([CH:39]([CH3:41])[CH3:40])[N:37]=[CH:38][C:33]3=[C:32]([N:42](C)[C:43]3[CH:44]=[N:45][CH:46]=[N:47][CH:48]=3)[CH:31]=2)[CH:23]=1)[CH2:10][N:11](C)[C:12](=O)OC(C)(C)C)(C(C)(C)C)(C)C.Cl. Product: [CH:39]([N:36]1[C:34]2=[N:35][C:30]([C:24]3[CH:23]=[C:22]([CH:27]=[C:26]([O:28][CH3:29])[CH:25]=3)[O:21][CH2:20][CH:9]([OH:8])[CH2:10][NH:11][CH3:12])=[CH:31][C:32]([NH:42][C:43]3[CH:48]=[N:47][CH:46]=[N:45][CH:44]=3)=[C:33]2[CH:38]=[N:37]1)([CH3:41])[CH3:40]. The catalyst class is: 5. (6) Reactant: C(OC([N:8]1[C:13]2([CH2:19][O:18][CH2:17][CH2:16][O:15][CH2:14]2)[C:12](=[O:20])[N:11]([CH2:21][C:22]([OH:24])=O)[CH:10]([C:25]2[CH:30]=[CH:29][CH:28]=[C:27]([F:31])[CH:26]=2)[CH2:9]1)=O)(C)(C)C.[NH2:32][C:33]1[CH:34]=[C:35]2[C:48](=[CH:49][CH:50]=1)[CH2:47][C@:37]1([C:45]3[C:40](=[N:41][CH:42]=[CH:43][CH:44]=3)[NH:39][C:38]1=[O:46])[CH2:36]2.Cl.C(N=C=NCCCN(C)C)C.C1C=CC2N(O)N=NC=2C=1. Product: [F:31][C:27]1[CH:26]=[C:25]([CH:10]2[N:11]([CH2:21][C:22]([NH:32][C:33]3[CH:34]=[C:35]4[C:48](=[CH:49][CH:50]=3)[CH2:47][C@:37]3([C:45]5[C:40](=[N:41][CH:42]=[CH:43][CH:44]=5)[NH:39][C:38]3=[O:46])[CH2:36]4)=[O:24])[C:12](=[O:20])[C:13]3([CH2:19][O:18][CH2:17][CH2:16][O:15][CH2:14]3)[NH:8][CH2:9]2)[CH:30]=[CH:29][CH:28]=1. The catalyst class is: 3. (7) Reactant: C[Si]([Br:5])(C)C.Cl[C:7]1[C:12]2[S:13][C:14]([C:16]3[C:21]([Cl:22])=[CH:20][CH:19]=[CH:18][C:17]=3[Cl:23])=[N:15][C:11]=2[C:10]([F:24])=[CH:9][N:8]=1.C(=O)([O-])[O-].[K+].[K+]. Product: [Br:5][C:7]1[C:12]2[S:13][C:14]([C:16]3[C:21]([Cl:22])=[CH:20][CH:19]=[CH:18][C:17]=3[Cl:23])=[N:15][C:11]=2[C:10]([F:24])=[CH:9][N:8]=1. The catalyst class is: 397. (8) Reactant: [CH3:1][O:2][C:3]1[CH:4]=[C:5]([CH:7]=[CH:8][CH:9]=1)[NH2:6].C(N(CC)C(C)C)(C)C.Br[CH2:20][CH2:21][O:22][CH2:23][CH2:24]Br. Product: [CH3:1][O:2][C:3]1[CH:9]=[CH:8][CH:7]=[C:5]([N:6]2[CH2:24][CH2:23][O:22][CH2:21][CH2:20]2)[CH:4]=1. The catalyst class is: 11.